Predict the reactants needed to synthesize the given product. From a dataset of Full USPTO retrosynthesis dataset with 1.9M reactions from patents (1976-2016). (1) The reactants are: [F:1][C:2]1[CH:3]=[C:4]([CH:8]=[CH:9][C:10]=1F)[C:5]([OH:7])=[O:6].C(=O)([O-])[O-].[Cs+].[Cs+].[CH2:18]([SH:25])[C:19]1[CH:24]=[CH:23][CH:22]=[CH:21][CH:20]=1.C(OCC)(=O)C. Given the product [CH2:18]([S:25][C:10]1[CH:9]=[CH:8][C:4]([C:5]([OH:7])=[O:6])=[CH:3][C:2]=1[F:1])[C:19]1[CH:24]=[CH:23][CH:22]=[CH:21][CH:20]=1, predict the reactants needed to synthesize it. (2) Given the product [CH3:1][C:2]1[C:9]([CH3:10])=[CH:8][C:5]([C:6]#[N:7])=[C:4]([NH2:11])[CH:3]=1, predict the reactants needed to synthesize it. The reactants are: [CH3:1][C:2]1[C:9]([CH3:10])=[CH:8][C:5]([C:6]#[N:7])=[C:4]([N+:11]([O-])=O)[CH:3]=1. (3) Given the product [N+:1]([C:21]1[C:10]([O:9][CH:7]([CH3:8])[CH3:6])=[CH:11][C:12]2[NH:18][C:17](=[O:19])[CH2:16][CH2:15][CH2:14][C:13]=2[CH:20]=1)([O-:4])=[O:2], predict the reactants needed to synthesize it. The reactants are: [N+:1]([O-:4])([O-])=[O:2].[K+].[CH3:6][CH:7]([O:9][C:10]1[CH:21]=[CH:20][C:13]2[CH2:14][CH2:15][CH2:16][C:17](=[O:19])[NH:18][C:12]=2[CH:11]=1)[CH3:8].C(=O)([O-])O.[Na+]. (4) Given the product [CH2:10]([O:9][C:8]1[CH:7]=[C:6]([CH:15]2[CH2:20][NH:19][C:17](=[O:18])[CH2:16]2)[CH:5]=[CH:4][C:3]=1[O:2][CH3:1])[C:14]1[CH:13]=[CH:12][CH:11]=[CH:24][CH:23]=1, predict the reactants needed to synthesize it. The reactants are: [CH3:1][O:2][C:3]1[CH:4]=[CH:5][C:6]([CH:15]2[CH2:20][NH:19][C:17](=[O:18])[CH2:16]2)=[CH:7][C:8]=1[O:9][CH:10]1[CH2:14][CH2:13][CH2:12][CH2:11]1.CO[C:23]1C=CC([C@H]2CNC(=O)C2)=C[C:24]=1OC1CCCC1.C(OC)(=O)CC([O-])=O. (5) Given the product [Cl:9][C:5]1[N:6]=[C:7]([N:19]([CH3:20])[C:14]2[CH:15]=[CH:16][CH:17]=[CH:18][C:13]=2[C:12]([NH:11][CH3:10])=[O:21])[C:2]([F:1])=[CH:3][N:4]=1, predict the reactants needed to synthesize it. The reactants are: [F:1][C:2]1[CH:3]=[N:4][C:5]([Cl:9])=[N:6][C:7]=1Cl.[CH3:10][NH:11][C:12](=[O:21])[C:13]1[CH:18]=[CH:17][CH:16]=[CH:15][C:14]=1[NH:19][CH3:20].C(=O)([O-])[O-].[K+].[K+]. (6) Given the product [O:17]1[C:21]2([CH2:26][CH2:25][C:24](=[CH:9][C:10]([O:12][CH2:13][CH3:14])=[O:11])[CH2:23][CH2:22]2)[O:20][CH2:19][CH2:18]1, predict the reactants needed to synthesize it. The reactants are: C(OP([CH2:9][C:10]([O:12][CH2:13][CH3:14])=[O:11])(OCC)=O)C.[H-].[Na+].[O:17]1[C:21]2([CH2:26][CH2:25][C:24](=O)[CH2:23][CH2:22]2)[O:20][CH2:19][CH2:18]1. (7) Given the product [CH3:27][N:13]([S:10]([C:5]1[CH:6]=[CH:7][CH:8]=[CH:9][C:4]=1[N+:1]([O-:3])=[O:2])(=[O:12])=[O:11])[CH2:14][CH2:15][CH2:16][CH2:17][CH2:18][NH:19][C:20](=[O:26])[O:21][CH2:22][CH2:23][CH2:24][CH3:25], predict the reactants needed to synthesize it. The reactants are: [N+:1]([C:4]1[CH:9]=[CH:8][CH:7]=[CH:6][C:5]=1[S:10]([NH:13][CH2:14][CH2:15][CH2:16][CH2:17][CH2:18][NH:19][C:20](=[O:26])[O:21][CH2:22][CH2:23][CH2:24][CH3:25])(=[O:12])=[O:11])([O-:3])=[O:2].[C:27](=O)([O-])[O-].[K+].[K+].CI.ClCCl. (8) Given the product [C:1]1([S:7]([C:10]2[CH:11]=[CH:12][C:13]([CH2:20][CH2:21][CH3:22])=[C:14]([S:16]([NH:29][CH:26]3[CH2:27][CH2:28][O:23][CH2:24][CH2:25]3)(=[O:18])=[O:17])[CH:15]=2)(=[O:9])=[O:8])[CH:6]=[CH:5][CH:4]=[CH:3][CH:2]=1, predict the reactants needed to synthesize it. The reactants are: [C:1]1([S:7]([C:10]2[CH:11]=[CH:12][C:13]([CH2:20][CH2:21][CH3:22])=[C:14]([S:16](Cl)(=[O:18])=[O:17])[CH:15]=2)(=[O:9])=[O:8])[CH:6]=[CH:5][CH:4]=[CH:3][CH:2]=1.[O:23]1[CH2:28][CH2:27][CH:26]([NH2:29])[CH2:25][CH2:24]1.